This data is from Reaction yield outcomes from USPTO patents with 853,638 reactions. The task is: Predict the reaction yield, written as a fraction of the theoretical maximum amount of product (1.0 means a 100% yield; for example, 0.34 means a 34% yield). (1) The reactants are [CH3:1][O:2][C:3]1[CH:4]=[C:5]([NH2:15])[CH:6]=[CH:7][C:8]=1[N:9]1[CH:13]=[C:12]([CH3:14])[N:11]=[CH:10]1.Cl[C:17]1[N:22]=[C:21]([NH:23][CH2:24][CH2:25][OH:26])[CH:20]=[CH:19][N:18]=1.C(=O)([O-])[O-].[K+].[K+]. No catalyst specified. The product is [CH3:1][O:2][C:3]1[CH:4]=[C:5]([NH:15][C:17]2[N:22]=[C:21]([NH:23][CH2:24][CH2:25][OH:26])[CH:20]=[CH:19][N:18]=2)[CH:6]=[CH:7][C:8]=1[N:9]1[CH:13]=[C:12]([CH3:14])[N:11]=[CH:10]1. The yield is 0.230. (2) The reactants are [CH2:1]([NH:3][C:4]1[C:9]([N+:10]([O-])=O)=[CH:8][N:7]=[C:6]([O:13][C:14]2[CH:15]=[C:16]([NH:20][C:21](=[O:27])[O:22][C:23]([CH3:26])([CH3:25])[CH3:24])[CH:17]=[CH:18][CH:19]=2)[CH:5]=1)[CH3:2]. The catalyst is C(O)C.[Pd]. The product is [NH2:10][C:9]1[C:4]([NH:3][CH2:1][CH3:2])=[CH:5][C:6]([O:13][C:14]2[CH:15]=[C:16]([NH:20][C:21](=[O:27])[O:22][C:23]([CH3:24])([CH3:25])[CH3:26])[CH:17]=[CH:18][CH:19]=2)=[N:7][CH:8]=1. The yield is 0.700. (3) The reactants are [NH:1]([CH2:6][C:7]([OH:9])=[O:8])[CH2:2][C:3]([OH:5])=[O:4].C([O-])([O-])=O.[K+].[K+].C1C(=O)N([O:23][C:24]([O:26][CH2:27][C:28]2[CH:33]=[CH:32][CH:31]=[CH:30][CH:29]=2)=O)C(=O)C1. The catalyst is O.CC(C)=O. The product is [CH2:27]([O:26][C:24]([N:1]([CH2:6][C:7]([OH:9])=[O:8])[CH2:2][C:3]([OH:5])=[O:4])=[O:23])[C:28]1[CH:33]=[CH:32][CH:31]=[CH:30][CH:29]=1. The yield is 0.750.